Dataset: Peptide-MHC class I binding affinity with 185,985 pairs from IEDB/IMGT. Task: Regression. Given a peptide amino acid sequence and an MHC pseudo amino acid sequence, predict their binding affinity value. This is MHC class I binding data. The peptide sequence is ADTAACGDII. The MHC is Patr-B2401 with pseudo-sequence Patr-B2401. The binding affinity (normalized) is 0.632.